Dataset: Full USPTO retrosynthesis dataset with 1.9M reactions from patents (1976-2016). Task: Predict the reactants needed to synthesize the given product. (1) The reactants are: Cl[CH2:2][C:3]1[CH:8]=[CH:7][C:6]([CH:9]([NH:11][C:12](=[O:14])[CH3:13])[CH3:10])=[CH:5][CH:4]=1.[S:15]1[CH:19]=[CH:18][N:17]=[C:16]1[N:20]1[CH2:25][CH2:24][NH:23][CH2:22][CH2:21]1. Given the product [S:15]1[CH:19]=[CH:18][N:17]=[C:16]1[N:20]1[CH2:21][CH2:22][N:23]([CH2:2][C:3]2[CH:8]=[CH:7][C:6]([CH:9]([NH:11][C:12](=[O:14])[CH3:13])[CH3:10])=[CH:5][CH:4]=2)[CH2:24][CH2:25]1, predict the reactants needed to synthesize it. (2) Given the product [Br-:30].[CH2:1]([O:8][C:9]([NH:11][C@H:12]([C:24]1[CH:29]=[CH:28][CH:27]=[CH:26][CH:25]=1)[C:13]([O:15][C@@H:16]1[CH:21]2[CH2:20][CH2:19][N+:18]([CH2:31][C:32](=[O:33])[C:34]3[CH:39]=[CH:38][CH:37]=[CH:36][CH:35]=3)([CH2:23][CH2:22]2)[CH2:17]1)=[O:14])=[O:10])[C:2]1[CH:7]=[CH:6][CH:5]=[CH:4][CH:3]=1, predict the reactants needed to synthesize it. The reactants are: [CH2:1]([O:8][C:9]([NH:11][C@H:12]([C:24]1[CH:29]=[CH:28][CH:27]=[CH:26][CH:25]=1)[C:13]([O:15][C@@H:16]1[CH:21]2[CH2:22][CH2:23][N:18]([CH2:19][CH2:20]2)[CH2:17]1)=[O:14])=[O:10])[C:2]1[CH:7]=[CH:6][CH:5]=[CH:4][CH:3]=1.[Br:30][CH2:31][C:32]([C:34]1[CH:39]=[CH:38][CH:37]=[CH:36][CH:35]=1)=[O:33].